From a dataset of hERG Central: cardiac toxicity at 1µM, 10µM, and general inhibition. Predict hERG channel inhibition at various concentrations. The molecule is CCCOc1cccc(C(=O)Nc2cc(NC(=O)c3ccco3)ccc2OC)c1. Results: hERG_inhib (hERG inhibition (general)): blocker.